From a dataset of Reaction yield outcomes from USPTO patents with 853,638 reactions. Predict the reaction yield, written as a fraction of the theoretical maximum amount of product (1.0 means a 100% yield; for example, 0.34 means a 34% yield). (1) The reactants are [C:1]1([C:7]2[CH:11]=[C:10]([C:12]3[CH:17]=[CH:16][CH:15]=[CH:14][CH:13]=3)[N:9]([CH2:18][C:19]3[CH:38]=[CH:37][C:22]([CH2:23][NH:24][C:25]4[CH:30]=[CH:29][C:28]([CH2:31][CH2:32][C:33]([O:35]C)=[O:34])=[CH:27][CH:26]=4)=[CH:21][CH:20]=3)[N:8]=2)[CH:6]=[CH:5][CH:4]=[CH:3][CH:2]=1.[OH-].[Na+].O.C(O)(=O)CC(CC(O)=O)(C(O)=O)O. The catalyst is CO.O1CCCC1. The product is [C:1]1([C:7]2[CH:11]=[C:10]([C:12]3[CH:13]=[CH:14][CH:15]=[CH:16][CH:17]=3)[N:9]([CH2:18][C:19]3[CH:20]=[CH:21][C:22]([CH2:23][NH:24][C:25]4[CH:26]=[CH:27][C:28]([CH2:31][CH2:32][C:33]([OH:35])=[O:34])=[CH:29][CH:30]=4)=[CH:37][CH:38]=3)[N:8]=2)[CH:2]=[CH:3][CH:4]=[CH:5][CH:6]=1. The yield is 0.770. (2) The reactants are [OH:1][CH2:2][C:3]([CH3:11])([CH3:10])[C:4]([NH:6][CH:7]([CH3:9])[CH3:8])=[O:5].[H-].[Na+].[NH2:14][C:15]1[CH:22]=[CH:21][CH:20]=[C:19](F)[C:16]=1[C:17]#[N:18]. The catalyst is C1COCC1. The product is [NH2:14][C:15]1[C:16]([C:17]#[N:18])=[C:19]([CH:20]=[CH:21][CH:22]=1)[O:1][CH2:2][C:3]([CH3:10])([CH3:11])[C:4]([NH:6][CH:7]([CH3:8])[CH3:9])=[O:5]. The yield is 0.500. (3) The reactants are [F:1][C:2]1[C:7]([CH:8]=[O:9])=[CH:6][CH:5]=[C:4](F)[N:3]=1.[CH3:11][O:12][C:13](=[O:21])[C:14]1[CH:19]=[CH:18][C:17]([OH:20])=[CH:16][CH:15]=1.C([O-])([O-])=O.[K+].[K+]. The catalyst is CN(C=O)C. The product is [CH3:11][O:12][C:13](=[O:21])[C:14]1[CH:19]=[CH:18][C:17]([O:20][C:4]2[CH:5]=[CH:6][C:7]([CH:8]=[O:9])=[C:2]([F:1])[N:3]=2)=[CH:16][CH:15]=1. The yield is 0.700. (4) The reactants are Br[C:2]1[C:3]([O:14][CH2:15][C:16]2[C:17]([C:22]3[CH:27]=[CH:26][CH:25]=[CH:24][CH:23]=3)=[N:18][O:19][C:20]=2[CH3:21])=[N:4][CH:5]=[C:6]([CH:13]=1)[C:7]([NH:9][CH:10]([CH3:12])[CH3:11])=[O:8].Br[C:29]1C(OCC2C(C3C=CC=CC=3)=NOC=2C)=NC=C(C=1)C(NC1CCOCC1)=O. No catalyst specified. The product is [CH:10]([NH:9][C:7](=[O:8])[C:6]1[CH:13]=[C:2]([CH3:29])[C:3]([O:14][CH2:15][C:16]2[C:17]([C:22]3[CH:27]=[CH:26][CH:25]=[CH:24][CH:23]=3)=[N:18][O:19][C:20]=2[CH3:21])=[N:4][CH:5]=1)([CH3:12])[CH3:11]. The yield is 0.520.